The task is: Predict which catalyst facilitates the given reaction.. This data is from Catalyst prediction with 721,799 reactions and 888 catalyst types from USPTO. (1) Reactant: [Cl:1][C:2]1[CH:3]=[C:4]([C:8]([NH:10][C@H:11]2[CH2:16][CH2:15][N:14](C(OCC)=O)[CH2:13][C@H:12]2[O:22][CH2:23][CH2:24][CH3:25])=[O:9])[NH:5][C:6]=1[CH3:7].[OH-].[K+].O.NN.O. Product: [Cl:1][C:2]1[CH:3]=[C:4]([C:8]([NH:10][C@@H:11]2[CH2:16][CH2:15][NH:14][CH2:13][C@@H:12]2[O:22][CH2:23][CH2:24][CH3:25])=[O:9])[NH:5][C:6]=1[CH3:7]. The catalyst class is: 196. (2) Reactant: [CH3:1][C:2]1[NH:3][C:4]2[C:9]([C:10]=1[CH:11]=O)=[CH:8][CH:7]=[CH:6][CH:5]=2.[CH3:13][NH2:14].[BH4-].[Na+]. Product: [CH3:1][C:2]1[NH:3][C:4]2[C:9]([C:10]=1[CH2:11][NH:14][CH3:13])=[CH:8][CH:7]=[CH:6][CH:5]=2. The catalyst class is: 5. (3) Reactant: C(OP([CH2:9][C:10]([O:12][C:13]([CH3:16])([CH3:15])[CH3:14])=[O:11])(OCC)=O)C.C([O-])(C)(C)C.[Na+].[CH:23]([C:25]1[CH:34]=[CH:33][C:28]([C:29]([O:31][CH3:32])=[O:30])=[C:27]([O:35][CH3:36])[CH:26]=1)=O.[Cl-].[NH4+]. Product: [C:13]([O:12][C:10](/[CH:9]=[CH:23]/[C:25]1[CH:34]=[CH:33][C:28]([C:29]([O:31][CH3:32])=[O:30])=[C:27]([O:35][CH3:36])[CH:26]=1)=[O:11])([CH3:14])([CH3:15])[CH3:16]. The catalyst class is: 7. (4) Reactant: [Br:1][C:2]1[CH:16]=[CH:15][C:5]2[NH:6][C:7]([CH:9]3[CH2:14][CH2:13][NH:12][CH2:11][CH2:10]3)=[N:8][C:4]=2[CH:3]=1.Cl[C:18]1[N:23]=[CH:22][C:21]([CH2:24][CH3:25])=[CH:20][N:19]=1.C(N(CC)C(C)C)(C)C. Product: [Br:1][C:2]1[CH:16]=[CH:15][C:5]2[NH:6][C:7]([CH:9]3[CH2:10][CH2:11][N:12]([C:18]4[N:23]=[CH:22][C:21]([CH2:24][CH3:25])=[CH:20][N:19]=4)[CH2:13][CH2:14]3)=[N:8][C:4]=2[CH:3]=1. The catalyst class is: 41. (5) Reactant: [F:1][C:2]1[C:25]([CH3:26])=[CH:24][C:5]2[N:6]([CH:10]3[CH2:15][CH2:14][N:13]([C:16]4([C:22]#N)[CH2:21][CH2:20][O:19][CH2:18][CH2:17]4)[CH2:12][CH2:11]3)[C:7](=[O:9])[NH:8][C:4]=2[CH:3]=1.C[Mg]Br.[Cl-].[NH4+].[Cl:32]CCl. Product: [ClH:32].[F:1][C:2]1[C:25]([CH3:26])=[CH:24][C:5]2[N:6]([CH:10]3[CH2:15][CH2:14][N:13]([C:16]4([CH3:22])[CH2:21][CH2:20][O:19][CH2:18][CH2:17]4)[CH2:12][CH2:11]3)[C:7](=[O:9])[NH:8][C:4]=2[CH:3]=1. The catalyst class is: 30. (6) Reactant: C(O[C:6](=O)[N:7]([CH:9]([C:11](=[O:31])[NH:12][C:13]1[N:18]=[C:17]2[N:19]([CH2:23][C:24]3[CH:29]=[CH:28][C:27]([Cl:30])=[CH:26][CH:25]=3)[C:20](=[O:22])[NH:21][C:16]2=[CH:15][CH:14]=1)[CH3:10])C)(C)(C)C. Product: [ClH:30].[ClH:30].[CH2:23]([N:19]1[C:17]2=[N:18][C:13]([NH:12][C:11](=[O:31])[CH:9]([NH:7][CH3:6])[CH3:10])=[CH:14][CH:15]=[C:16]2[NH:21][C:20]1=[O:22])[C:24]1[CH:29]=[CH:28][CH:27]=[CH:26][CH:25]=1. The catalyst class is: 19. (7) Reactant: [F:1][C:2]1[CH:7]=[C:6]([N+:8]([O-:10])=[O:9])[CH:5]=[CH:4][C:3]=1[CH:11]([C:16]([O:18][CH3:19])=[O:17])C(OC)=O.O.[Cl-].[Li+].[Cl-].[Na+].Cl.[CH3:26]S(C)=O. The catalyst class is: 13. Product: [F:1][C:2]1[CH:7]=[C:6]([N+:8]([O-:10])=[O:9])[CH:5]=[CH:4][C:3]=1[CH2:11][C:16]([O:18][CH2:19][CH3:26])=[O:17].